This data is from Catalyst prediction with 721,799 reactions and 888 catalyst types from USPTO. The task is: Predict which catalyst facilitates the given reaction. (1) Reactant: [C:1]1([C:7]2[CH:8]=[C:9]([OH:13])[CH:10]=[CH:11][CH:12]=2)[CH:6]=[CH:5][CH:4]=[CH:3][CH:2]=1.C1(=O)O[CH2:17][CH2:16][O:15]1. Product: [C:1]1([C:7]2[CH:8]=[C:9]([CH:10]=[CH:11][CH:12]=2)[O:13][CH2:17][CH2:16][OH:15])[CH:2]=[CH:3][CH:4]=[CH:5][CH:6]=1. The catalyst class is: 3. (2) Reactant: O[C:2]1[CH:7]=[CH:6][CH:5]=[CH:4][C:3]=1[NH:8][C:9](=[O:11])[CH3:10].O=P(Cl)(Cl)Cl.C([O-])([O-])=O.[Na+].[Na+]. Product: [CH3:10][C:9]1[O:11][C:2]2[CH:7]=[CH:6][CH:5]=[CH:4][C:3]=2[N:8]=1. The catalyst class is: 22. (3) Reactant: [Br:1][C:2]1[CH:3]=[C:4]([C:8]2([C:15]3[CH:20]=[CH:19][N:18]=[CH:17][CH:16]=3)[C:12](=S)S[C:10](=[S:14])[NH:9]2)[CH:5]=[CH:6][CH:7]=1.[NH2:21][CH2:22][CH2:23][CH2:24][NH2:25]. Product: [Br:1][C:2]1[CH:3]=[C:4]([C:8]2([C:15]3[CH:20]=[CH:19][N:18]=[CH:17][CH:16]=3)[C:12]3=[N:25][CH2:24][CH2:23][CH2:22][N:21]3[C:10](=[S:14])[NH:9]2)[CH:5]=[CH:6][CH:7]=1. The catalyst class is: 8. (4) Reactant: Br[CH:2]([C:6]1[CH:11]=[CH:10][CH:9]=[C:8]([O:12][CH3:13])[CH:7]=1)[C:3](=O)[CH3:4].[NH2:14][C:15]([NH2:17])=[S:16]. Product: [CH3:13][O:12][C:8]1[CH:7]=[C:6]([C:2]2[S:16][C:15]([NH2:17])=[N:14][C:3]=2[CH3:4])[CH:11]=[CH:10][CH:9]=1. The catalyst class is: 14. (5) Reactant: [N:1]1[N:2]2[CH:10]=[CH:9][CH:8]=[C:3]2[C:4](=[O:7])[NH:5][CH:6]=1.[O:11]1[C:13]2([CH2:18][CH2:17][N:16]([C:19]([O:21][C:22]([CH3:25])([CH3:24])[CH3:23])=[O:20])[CH2:15][CH2:14]2)[CH2:12]1.C(=O)([O-])[O-].[Cs+].[Cs+]. Product: [OH:11][C:13]1([CH2:12][N:5]2[C:4](=[O:7])[C:3]3=[CH:8][CH:9]=[CH:10][N:2]3[N:1]=[CH:6]2)[CH2:14][CH2:15][N:16]([C:19]([O:21][C:22]([CH3:25])([CH3:24])[CH3:23])=[O:20])[CH2:17][CH2:18]1. The catalyst class is: 39.